This data is from Peptide-MHC class II binding affinity with 134,281 pairs from IEDB. The task is: Regression. Given a peptide amino acid sequence and an MHC pseudo amino acid sequence, predict their binding affinity value. This is MHC class II binding data. The peptide sequence is MMTGRMGERQLQKIE. The MHC is HLA-DQA10501-DQB10303 with pseudo-sequence HLA-DQA10501-DQB10303. The binding affinity (normalized) is 0.